This data is from Forward reaction prediction with 1.9M reactions from USPTO patents (1976-2016). The task is: Predict the product of the given reaction. (1) The product is: [CH2:19]([O:26][C:27]([C:29]1[O:30][C:31]([CH:34]=[CH:7][C:6]([O:5][C:1]([CH3:2])([CH3:3])[CH3:4])=[O:16])=[CH:32][CH:33]=1)=[O:28])[C:20]1[CH:21]=[CH:22][CH:23]=[CH:24][CH:25]=1. Given the reactants [C:1]([O:5][C:6](=[O:16])[CH2:7]P(OCC)(OCC)=O)([CH3:4])([CH3:3])[CH3:2].[H-].[Na+].[CH2:19]([O:26][C:27]([C:29]1[O:30][C:31]([CH:34]=O)=[CH:32][CH:33]=1)=[O:28])[C:20]1[CH:25]=[CH:24][CH:23]=[CH:22][CH:21]=1, predict the reaction product. (2) Given the reactants O1C2=CN=CC=C2C(=O)C1.C(OC([C:16]1[O:25][C:19]2=[N:20][C:21]([Cl:24])=[CH:22][CH:23]=[C:18]2[C:17]=1[OH:26])=O)C, predict the reaction product. The product is: [Cl:24][C:21]1[N:20]=[C:19]2[O:25][CH2:16][C:17](=[O:26])[C:18]2=[CH:23][CH:22]=1. (3) Given the reactants Br[C:2]1[C:3]([NH:14][C:15]2[C:24]3[C:19](=[CH:20][C:21]([F:26])=[CH:22][C:23]=3[F:25])[N:18]=[C:17]([C:27]3[CH:32]=[CH:31][CH:30]=[CH:29][N:28]=3)[C:16]=2[CH3:33])=[CH:4][C:5]([N:8]2[CH2:13][CH2:12][O:11][CH2:10][CH2:9]2)=[N:6][CH:7]=1.[CH3:34][C:35]1([CH3:49])[C:39](B2OC(C)(C)C(C)(C)O2)=[CH:38][CH2:37][CH2:36]1.C1(P(C2CCCCC2)C2CCCCC2)CCCCC1.[O-]P([O-])([O-])=O.[K+].[K+].[K+], predict the reaction product. The product is: [CH3:34][C:35]1([CH3:49])[C:36]([C:2]2[C:3]([NH:14][C:15]3[C:24]4[C:19](=[CH:20][C:21]([F:26])=[CH:22][C:23]=4[F:25])[N:18]=[C:17]([C:27]4[CH:32]=[CH:31][CH:30]=[CH:29][N:28]=4)[C:16]=3[CH3:33])=[CH:4][C:5]([N:8]3[CH2:13][CH2:12][O:11][CH2:10][CH2:9]3)=[N:6][CH:7]=2)=[CH:37][CH2:38][CH2:39]1. (4) Given the reactants [Cl:1][C:2]1[CH:7]=[C:6]([F:8])[CH:5]=[C:4]([Cl:9])[C:3]=1[OH:10].C(=O)([O-])[O-].[K+].[K+].Br[CH2:18][C:19]([O:21]CC)=[O:20], predict the reaction product. The product is: [Cl:1][C:2]1[CH:7]=[C:6]([F:8])[CH:5]=[C:4]([Cl:9])[C:3]=1[O:10][CH2:18][C:19]([OH:21])=[O:20]. (5) Given the reactants [N:1]1[CH:6]=[CH:5][CH:4]=[N:3][C:2]=1[CH2:7][CH2:8][CH:9](O)[CH2:10][S:11]([N:14]1[CH2:19][CH2:18][N:17]([C:20]2[CH:25]=[CH:24][C:23]([O:26][CH2:27][C:28]([F:31])([F:30])[F:29])=[CH:22][N:21]=2)[CH2:16][CH2:15]1)(=[O:13])=[O:12].CS(Cl)(=O)=O.C(N(CC)CC)C, predict the reaction product. The product is: [F:30][C:28]([F:29])([F:31])[CH2:27][O:26][C:23]1[CH:24]=[CH:25][C:20]([N:17]2[CH2:16][CH2:15][N:14]([S:11](/[CH:10]=[CH:9]/[CH2:8][CH2:7][C:2]3[N:3]=[CH:4][CH:5]=[CH:6][N:1]=3)(=[O:13])=[O:12])[CH2:19][CH2:18]2)=[N:21][CH:22]=1. (6) Given the reactants C(N(CC)CC)C.[CH3:8][O:9][C:10]1[N:19]=[C:18]2[C:13]([CH:14]=[C:15]([C:21]([OH:23])=O)[C:16](=[O:20])[NH:17]2)=[CH:12][CH:11]=1.CN(C(ON1N=NC2C=CC=NC1=2)=[N+](C)C)C.F[P-](F)(F)(F)(F)F.[NH2:48][C:49]1[CH:50]=[C:51]([CH:56]=[CH:57][C:58]=1[CH3:59])[C:52]([O:54][CH3:55])=[O:53], predict the reaction product. The product is: [CH3:8][O:9][C:10]1[N:19]=[C:18]2[C:13]([CH:14]=[C:15]([C:21]([NH:48][C:49]3[CH:50]=[C:51]([CH:56]=[CH:57][C:58]=3[CH3:59])[C:52]([O:54][CH3:55])=[O:53])=[O:23])[C:16](=[O:20])[NH:17]2)=[CH:12][CH:11]=1. (7) Given the reactants [Cl:1][C:2]1[C:3]([O:12][CH:13]([F:15])[F:14])=[N:4][CH:5]=[C:6]([CH:11]=1)[C:7](OC)=[O:8].CC(C[AlH]CC(C)C)C.[OH-].[Na+].C([O-])(O)=O.[Na+], predict the reaction product. The product is: [Cl:1][C:2]1[CH:11]=[C:6]([CH2:7][OH:8])[CH:5]=[N:4][C:3]=1[O:12][CH:13]([F:14])[F:15].